From a dataset of Full USPTO retrosynthesis dataset with 1.9M reactions from patents (1976-2016). Predict the reactants needed to synthesize the given product. Given the product [CH2:8]([N:10]([CH2:13][C:14]1[CH:15]=[C:16]([NH:17][C:1]([CH3:2])=[CH:4][C:5](=[O:7])[CH3:6])[CH:18]=[CH:19][CH:20]=1)[CH2:11][CH3:12])[CH3:9], predict the reactants needed to synthesize it. The reactants are: [C:1]([CH2:4][C:5](=[O:7])[CH3:6])(=O)[CH3:2].[CH2:8]([N:10]([CH2:13][C:14]1[CH:15]=[C:16]([CH:18]=[CH:19][CH:20]=1)[NH2:17])[CH2:11][CH3:12])[CH3:9].C1(C)C=CC(S(O)(=O)=O)=CC=1.C(O)(=O)C.